This data is from M1 muscarinic receptor antagonist screen with 61,756 compounds. The task is: Binary Classification. Given a drug SMILES string, predict its activity (active/inactive) in a high-throughput screening assay against a specified biological target. (1) The drug is O(c1c(OC)cc(cc1)/C=N\n1cnnc1)C(=O)N(C)C. The result is 0 (inactive). (2) The drug is OC(CN1CCN(CC1)CCO)COc1ccc(cc1)C(=O)C. The result is 0 (inactive). (3) The molecule is O=C1C2(CN3CC1(CN(C2)C3c1c(O)c2c(cc1)cccc2)C)C. The result is 0 (inactive). (4) The compound is S1C([N+](/[O-])=C/c2cccnc2)C(N(C1=S)C)(C)C. The result is 0 (inactive). (5) The molecule is S(=O)(=O)(N1CCC(CC1)C(=O)N1CCN(CC1)C(=O)c1occc1)c1c(onc1C)C. The result is 0 (inactive). (6) The compound is O=C(NCCCN1C(CCCC1)CC)C1N(C(=O)CC1)Cc1ccc(cc1)C. The result is 0 (inactive). (7) The molecule is Fc1ccc(CNC(=O)C2ON=C(C2)c2cc(OC)c(OC)c(OC)c2)cc1. The result is 0 (inactive). (8) The molecule is S(CC(=O)N1CCOCC1)c1n(c2ccc(cc2)C)c(nn1)c1ccncc1. The result is 0 (inactive).